This data is from Peptide-MHC class I binding affinity with 185,985 pairs from IEDB/IMGT. The task is: Regression. Given a peptide amino acid sequence and an MHC pseudo amino acid sequence, predict their binding affinity value. This is MHC class I binding data. (1) The MHC is HLA-B40:01 with pseudo-sequence HLA-B40:01. The binding affinity (normalized) is 0.0847. The peptide sequence is KTPWDRFCK. (2) The peptide sequence is IVNTTYDFLA. The MHC is HLA-A68:02 with pseudo-sequence HLA-A68:02. The binding affinity (normalized) is 0.362. (3) The peptide sequence is ALLADKFPV. The MHC is HLA-A02:06 with pseudo-sequence HLA-A02:06. The binding affinity (normalized) is 0.711. (4) The peptide sequence is YTVRGTGKY. The MHC is HLA-B15:01 with pseudo-sequence HLA-B15:01. The binding affinity (normalized) is 0.565. (5) The peptide sequence is FGNWFDLASWI. The MHC is Mamu-B52 with pseudo-sequence Mamu-B52. The binding affinity (normalized) is 0.670. (6) The peptide sequence is IRFKDDSSF. The MHC is HLA-B39:01 with pseudo-sequence HLA-B39:01. The binding affinity (normalized) is 0.0847.